The task is: Predict which catalyst facilitates the given reaction.. This data is from Catalyst prediction with 721,799 reactions and 888 catalyst types from USPTO. (1) Reactant: [I:1][C:2]1[C:10]2[C:5](=[N:6][CH:7]=[N:8][C:9]=2[NH2:11])[N:4]([C@@H:12]2[CH2:16][CH2:15][NH:14][CH2:13]2)[N:3]=1.Cl.[CH:18]1([N:22]([CH3:29])[CH2:23]/[CH:24]=[CH:25]/[C:26](O)=[O:27])[CH2:21][CH2:20][CH2:19]1.CCN(C(C)C)C(C)C.CN(C(ON1N=NC2C=CC=CC1=2)=[N+](C)C)C.F[P-](F)(F)(F)(F)F. Product: [NH2:11][C:9]1[N:8]=[CH:7][N:6]=[C:5]2[N:4]([C@@H:12]3[CH2:16][CH2:15][N:14]([C:26](=[O:27])/[CH:25]=[CH:24]/[CH2:23][N:22]([CH:18]4[CH2:21][CH2:20][CH2:19]4)[CH3:29])[CH2:13]3)[N:3]=[C:2]([I:1])[C:10]=12. The catalyst class is: 3. (2) Reactant: Cl.[CH3:2][C:3]1([CH3:9])[CH2:7][NH:6][CH2:5][C@H:4]1[OH:8].C(N(CC)C(C)C)(C)C.[N:19]([C:22]1[CH:27]=[CH:26][C:25]([C:28]([F:31])([F:30])[F:29])=[CH:24][CH:23]=1)=[C:20]=[O:21]. Product: [OH:8][C@@H:4]1[CH2:5][N:6]([C:20]([NH:19][C:22]2[CH:23]=[CH:24][C:25]([C:28]([F:29])([F:30])[F:31])=[CH:26][CH:27]=2)=[O:21])[CH2:7][C:3]1([CH3:9])[CH3:2]. The catalyst class is: 96.